This data is from Catalyst prediction with 721,799 reactions and 888 catalyst types from USPTO. The task is: Predict which catalyst facilitates the given reaction. (1) Reactant: O=[C:2]1[CH2:7][CH2:6][N:5]([C:8]2[CH:13]=[CH:12][C:11]([N:14]3[CH2:18][C@H:17]([CH2:19][O:20][C:21]4[CH:25]=[CH:24][O:23][N:22]=4)[O:16][C:15]3=[O:26])=[CH:10][C:9]=2[F:27])[CH2:4][CH2:3]1.C([O-])(=O)C.[NH4+].C([BH3-])#[N:34].[Na+].Cl. Product: [NH2:34][CH:2]1[CH2:3][CH2:4][N:5]([C:8]2[CH:13]=[CH:12][C:11]([N:14]3[CH2:18][C@H:17]([CH2:19][O:20][C:21]4[CH:25]=[CH:24][O:23][N:22]=4)[O:16][C:15]3=[O:26])=[CH:10][C:9]=2[F:27])[CH2:6][CH2:7]1. The catalyst class is: 24. (2) Reactant: [NH2:1][C:2]1[C:7]([S:8]([NH:11][CH3:12])(=[O:10])=[O:9])=[CH:6][C:5]([Br:13])=[CH:4][N:3]=1.[CH2:14]=O.Cl. Product: [Br:13][C:5]1[CH:4]=[N:3][C:2]2[NH:1][CH2:12][N:11]([CH3:14])[S:8](=[O:10])(=[O:9])[C:7]=2[CH:6]=1. The catalyst class is: 32. (3) Reactant: [O:1]1[C:5]2[CH:6]=[CH:7][C:8]([C:10]3(O)[C:18]4[C:13](=[CH:14][CH:15]=[CH:16][CH:17]=4)[N:12]([CH2:19][CH2:20][CH2:21][CH2:22][CH3:23])[C:11]3=[O:24])=[CH:9][C:4]=2[O:3][CH2:2]1.C([N:28]1[CH:32]=[CH:31][N:30]=[CH:29]1)([N:28]1[CH:32]=[CH:31][N:30]=[CH:29]1)=O. Product: [O:1]1[C:5]2[CH:6]=[CH:7][C:8]([C:10]3([N:28]4[CH:32]=[CH:31][N:30]=[CH:29]4)[C:18]4[C:13](=[CH:14][CH:15]=[CH:16][CH:17]=4)[N:12]([CH2:19][CH2:20][CH2:21][CH2:22][CH3:23])[C:11]3=[O:24])=[CH:9][C:4]=2[O:3][CH2:2]1. The catalyst class is: 2. (4) Reactant: Cl.[Cl:2][C:3]1[N:4]=[C:5]([C:11]2[CH:12]=[N:13][CH:14]=[CH:15][CH:16]=2)[S:6][C:7]=1[NH:8][CH2:9][CH3:10].N1C=CC=CC=1.[CH3:23][CH:24]([CH2:28][S:29][CH3:30])[C:25](Cl)=[O:26]. Product: [Cl:2][C:3]1[N:4]=[C:5]([C:11]2[CH:12]=[N:13][CH:14]=[CH:15][CH:16]=2)[S:6][C:7]=1[N:8]([CH2:9][CH3:10])[C:25](=[O:26])[CH:24]([CH3:23])[CH2:28][S:29][CH3:30]. The catalyst class is: 166. (5) Reactant: [NH2:1][C:2]1[CH:7]=[C:6]([C:8]([OH:11])([CH3:10])[CH3:9])[CH:5]=[CH:4][N:3]=1.[H-].[Na+].F[C:15]1[C:24]2[C:19](=[CH:20][CH:21]=[CH:22][CH:23]=2)[C:18]([N+:25]([O-:27])=[O:26])=[CH:17][CH:16]=1. Product: [N+:25]([C:18]1[C:19]2[C:24](=[CH:23][CH:22]=[CH:21][CH:20]=2)[C:15]([O:11][C:8]([C:6]2[CH:5]=[CH:4][N:3]=[C:2]([NH2:1])[CH:7]=2)([CH3:9])[CH3:10])=[CH:16][CH:17]=1)([O-:27])=[O:26]. The catalyst class is: 3. (6) Reactant: [CH2:1]([O:3][C:4]1[CH:5]=[C:6]([CH:9]=[C:10]([O:15][CH2:16][CH3:17])[C:11]=1[S:12]([CH3:14])=[O:13])[CH:7]=[O:8])[CH3:2].[OH:18]O.O. Product: [CH2:1]([O:3][C:4]1[CH:5]=[C:6]([CH:9]=[C:10]([O:15][CH2:16][CH3:17])[C:11]=1[S:12]([CH3:14])(=[O:18])=[O:13])[CH:7]=[O:8])[CH3:2]. The catalyst class is: 15. (7) Reactant: Cl[C:2]1[CH:7]=[CH:6][C:5]([N+:8]([O-:10])=[O:9])=[CH:4][C:3]=1[C:11](=O)[CH3:12].Cl.[CH3:15][N:16](C)[NH2:17]. Product: [CH3:15][N:16]1[C:2]2[C:3](=[CH:4][C:5]([N+:8]([O-:10])=[O:9])=[CH:6][CH:7]=2)[C:11]([CH3:12])=[N:17]1. The catalyst class is: 8.